From a dataset of Forward reaction prediction with 1.9M reactions from USPTO patents (1976-2016). Predict the product of the given reaction. (1) Given the reactants Cl[C:2]1[C:26]([CH3:27])=[CH:25][C:5]2[N:6]=[C:7]3[C:12]([N:13]([CH2:14][CH:15]([OH:22])[CH:16]([OH:21])[CH:17]([OH:20])[CH2:18][OH:19])[C:4]=2[CH:3]=1)=[N:11][C:10](=[O:23])[NH:9][C:8]3=[O:24].[CH3:28][O:29][CH2:30][CH2:31][NH2:32], predict the reaction product. The product is: [CH3:28][O:29][CH2:30][CH2:31][NH:32][C:2]1[C:26]([CH3:27])=[CH:25][C:5]2[N:6]=[C:7]3[C:12]([N:13]([CH2:14][C@H:15]([OH:22])[C@H:16]([OH:21])[C@H:17]([OH:20])[CH2:18][OH:19])[C:4]=2[CH:3]=1)=[N:11][C:10](=[O:23])[NH:9][C:8]3=[O:24]. (2) Given the reactants [O:1]=[C:2]1[NH:16][C:5]2=[CH:6][C:7]3[CH:8]=[C:9]([C:13]([OH:15])=O)[NH:10][C:11]=3[CH:12]=[C:4]2[NH:3]1.[CH2:17]([CH:24]1[CH2:29][CH2:28][NH:27][CH2:26][CH2:25]1)[C:18]1[CH:23]=[CH:22][CH:21]=[CH:20][CH:19]=1, predict the reaction product. The product is: [CH2:17]([CH:24]1[CH2:29][CH2:28][N:27]([C:13]([C:9]2[NH:10][C:11]3[CH:12]=[C:4]4[NH:3][C:2](=[O:1])[NH:16][C:5]4=[CH:6][C:7]=3[CH:8]=2)=[O:15])[CH2:26][CH2:25]1)[C:18]1[CH:23]=[CH:22][CH:21]=[CH:20][CH:19]=1. (3) Given the reactants Cl.[CH2:2]=[C:3]1[CH2:8][CH2:7][NH:6][CH2:5][CH2:4]1.[CH3:9][O:10][C:11]1[CH:19]=[C:18]([O:20][CH3:21])[CH:17]=[CH:16][C:12]=1[C:13](Cl)=[O:14], predict the reaction product. The product is: [CH3:9][O:10][C:11]1[CH:19]=[C:18]([O:20][CH3:21])[CH:17]=[CH:16][C:12]=1[C:13]([N:6]1[CH2:7][CH2:8][C:3](=[CH2:2])[CH2:4][CH2:5]1)=[O:14]. (4) Given the reactants [F:1][C:2]1[CH:3]=[C:4]2[C:8](=[CH:9][CH:10]=1)[N:7]([CH2:11][C:12]1[CH:17]=[CH:16][CH:15]=[C:14]([F:18])[CH:13]=1)[C:6]([C:19](O)=[O:20])=[CH:5]2.Cl.[N:23]1([C:28]2[N:33]=[CH:32][C:31]([NH2:34])=[C:30]([C:35]([F:38])([F:37])[F:36])[CH:29]=2)[CH2:27][CH2:26][CH2:25][CH2:24]1.C(N(CC)CC)C, predict the reaction product. The product is: [N:23]1([C:28]2[N:33]=[CH:32][C:31]([NH:34][C:19]([C:6]3[N:7]([CH2:11][C:12]4[CH:17]=[CH:16][CH:15]=[C:14]([F:18])[CH:13]=4)[C:8]4[C:4]([CH:5]=3)=[CH:3][C:2]([F:1])=[CH:10][CH:9]=4)=[O:20])=[C:30]([C:35]([F:38])([F:36])[F:37])[CH:29]=2)[CH2:27][CH2:26][CH2:25][CH2:24]1. (5) Given the reactants C([O:3][C:4](=[O:35])[CH2:5][C@@H:6]([N:13]1[C:21]2[CH:20]=[CH:19][N:18]=[CH:17][C:16]=2[N:15]([CH2:22][C:23]2[C:27]3[C:28]([CH3:33])=[CH:29][C:30]([CH3:32])=[CH:31][C:26]=3[S:25][N:24]=2)[C:14]1=[O:34])[C:7]1[CH:12]=[CH:11][CH:10]=[CH:9][CH:8]=1)C.[OH-].[Li+], predict the reaction product. The product is: [CH3:33][C:28]1[C:27]2[C:23]([CH2:22][N:15]3[C:16]4[CH:17]=[N:18][CH:19]=[CH:20][C:21]=4[N:13]([C@@H:6]([C:7]4[CH:8]=[CH:9][CH:10]=[CH:11][CH:12]=4)[CH2:5][C:4]([OH:35])=[O:3])[C:14]3=[O:34])=[N:24][S:25][C:26]=2[CH:31]=[C:30]([CH3:32])[CH:29]=1. (6) The product is: [CH3:1][C@H:2]1[O:7][C@@H:6]([CH3:8])[CH2:5][N:4]([C:9]2[C:18]([CH:19]=[O:20])=[CH:17][C:12]3[C:13]([CH3:16])=[N:14][S:15][C:11]=3[C:10]=2[F:21])[CH2:3]1. Given the reactants [CH3:1][C@H:2]1[O:7][C@@H:6]([CH3:8])[CH2:5][N:4]([C:9]2[C:18]([CH2:19][OH:20])=[CH:17][C:12]3[C:13]([CH3:16])=[N:14][S:15][C:11]=3[C:10]=2[F:21])[CH2:3]1.C[N+]1([O-])CCOCC1, predict the reaction product. (7) Given the reactants [NH2:1][C:2]1[CH:10]=[C:9]2[C:5]([CH2:6][N:7]([CH2:12][C:13]([O:15][C@H:16]([C:27]3[CH:32]=[CH:31][C:30]([O:33][CH:34]([F:36])[F:35])=[C:29]([O:37][CH2:38][CH:39]4[CH2:41][CH2:40]4)[CH:28]=3)[CH2:17][C:18]3[C:23]([Cl:24])=[CH:22][N+:21]([O-:25])=[CH:20][C:19]=3[Cl:26])=[O:14])[C:8]2=[O:11])=[CH:4][CH:3]=1.[CH3:42][S:43](Cl)(=[O:45])=[O:44], predict the reaction product. The product is: [Cl:24][C:23]1[CH:22]=[N+:21]([O-:25])[CH:20]=[C:19]([Cl:26])[C:18]=1[CH2:17][C@@H:16]([C:27]1[CH:32]=[CH:31][C:30]([O:33][CH:34]([F:35])[F:36])=[C:29]([O:37][CH2:38][CH:39]2[CH2:40][CH2:41]2)[CH:28]=1)[O:15][C:13](=[O:14])[CH2:12][N:7]1[CH2:6][C:5]2[C:9](=[CH:10][C:2]([NH:1][S:43]([CH3:42])(=[O:45])=[O:44])=[CH:3][CH:4]=2)[C:8]1=[O:11]. (8) Given the reactants [CH3:1][O:2][C:3]1[CH:21]=[C:20]([C:22]([F:25])([F:24])[F:23])[CH:19]=[CH:18][C:4]=1[C:5]([NH:7][CH2:8][CH2:9][N:10]1[CH:14]=[C:13]([C:15]([OH:17])=O)[N:12]=[CH:11]1)=[O:6].Cl.[NH2:27][CH:28]([C:31]1[CH:36]=[CH:35][C:34]([Br:37])=[CH:33][CH:32]=1)[C:29]#[N:30], predict the reaction product. The product is: [Br:37][C:34]1[CH:33]=[CH:32][C:31]([CH:28]([NH:27][C:15]([C:13]2[N:12]=[CH:11][N:10]([CH2:9][CH2:8][NH:7][C:5](=[O:6])[C:4]3[CH:18]=[CH:19][C:20]([C:22]([F:23])([F:25])[F:24])=[CH:21][C:3]=3[O:2][CH3:1])[CH:14]=2)=[O:17])[C:29]#[N:30])=[CH:36][CH:35]=1. (9) Given the reactants [C:1]([CH2:8][N:9]1[CH2:22][CH2:21][CH2:20][N:19]2[CH2:23][CH2:24][CH2:25][N:12]([CH2:13][CH2:14][CH2:15][N:16]([CH2:26][C:27]([O:29]C(C)(C)C)=[O:28])[CH2:17][CH2:18]2)[CH2:11][CH2:10]1)([O:3]C(C)(C)C)=[O:2], predict the reaction product. The product is: [C:27]([CH2:26][N:16]1[CH2:15][CH2:14][CH2:13][N:12]2[CH2:25][CH2:24][CH2:23][N:19]([CH2:20][CH2:21][CH2:22][N:9]([CH2:8][C:1]([OH:3])=[O:2])[CH2:10][CH2:11]2)[CH2:18][CH2:17]1)([OH:29])=[O:28].